Predict the product of the given reaction. From a dataset of Forward reaction prediction with 1.9M reactions from USPTO patents (1976-2016). (1) Given the reactants [CH:1]1([C:5]([OH:7])=[O:6])[CH2:4][CH2:3][CH2:2]1.ClC(Cl)(Cl)C(=N)O[C:12]([CH3:15])([CH3:14])[CH3:13].C(=O)(O)[O-].[Na+], predict the reaction product. The product is: [CH:1]1([C:5]([O:7][C:12]([CH3:15])([CH3:14])[CH3:13])=[O:6])[CH2:4][CH2:3][CH2:2]1. (2) The product is: [CH3:1][C:2]([CH3:11])([CH2:7][CH2:8][OH:9])[CH2:3][CH2:4][OH:5]. Given the reactants [CH3:1][C:2]([CH3:11])([CH2:7][C:8](O)=[O:9])[CH2:3][C:4](O)=[O:5].B.C1COCC1.Cl, predict the reaction product. (3) Given the reactants [O:1]([C:8]1[CH:44]=[CH:43][C:11]([O:12][C:13]2[N:18]=[C:17]([CH:19]3[CH2:24][CH2:23][N:22]([C:25](=[O:39])/[CH:26]=[CH:27]/[CH2:28]ON4C5=NC=CC=C5N=N4)[CH2:21][CH2:20]3)[CH:16]=[CH:15][C:14]=2[C:40]([NH2:42])=[O:41])=[CH:10][CH:9]=1)[C:2]1[CH:7]=[CH:6][CH:5]=[CH:4][CH:3]=1.[N:45]1([CH2:51][CH2:52][NH:53][C:54](=[O:60])[O:55][C:56]([CH3:59])([CH3:58])[CH3:57])[CH2:50][CH2:49][NH:48][CH2:47][CH2:46]1.CCN(C(C)C)C(C)C, predict the reaction product. The product is: [C:40]([C:14]1[CH:15]=[CH:16][C:17]([CH:19]2[CH2:24][CH2:23][N:22]([C:25](=[O:39])/[CH:26]=[CH:27]/[CH2:28][N:48]3[CH2:47][CH2:46][N:45]([CH2:51][CH2:52][NH:53][C:54](=[O:60])[O:55][C:56]([CH3:57])([CH3:59])[CH3:58])[CH2:50][CH2:49]3)[CH2:21][CH2:20]2)=[N:18][C:13]=1[O:12][C:11]1[CH:10]=[CH:9][C:8]([O:1][C:2]2[CH:7]=[CH:6][CH:5]=[CH:4][CH:3]=2)=[CH:44][CH:43]=1)(=[O:41])[NH2:42].